Dataset: Experimentally validated miRNA-target interactions with 360,000+ pairs, plus equal number of negative samples. Task: Binary Classification. Given a miRNA mature sequence and a target amino acid sequence, predict their likelihood of interaction. (1) The miRNA is hsa-miR-129-5p with sequence CUUUUUGCGGUCUGGGCUUGC. The protein sequence of the target gene is MEEESGEELGLDRSTPKDFHFYHMDLYDSEDRLHLFPEENTRMRKVVQAEMANESRGAGDGKAQRDLQEEVDELVHLYGLEDDHELGDEFVDENIPRTGVSEYPPYMMKRRDPAREQRDWRLSGEAAEAEDLGFGGWGSAGQCQDLREAYRYTHGRASEEYECYVIPEEEDEEEAADVFCVTCKTPIRAFQKVFDEHKEHEVIPLNEALESAKDEIHKNMYKLEKQIIEMENFANHLEEVFITVEENFGKQEQNFESHYNEILETLAQKYEEKIQALGEKKKEKLEALYGQLVSCGENLD.... Result: 1 (interaction). (2) The miRNA is mmu-miR-488-5p with sequence CCCAGAUAAUAGCACUCUCAA. The protein sequence of the target gene is MEAVAKFDFTASGEDELSFHTGDVLKILSNQEEWFKAELGSQEGYVPKNFIDIQFPKWFHEGLSRHQAENLLMGKEVGFFIIRASQSSPGDFSISVRHEDDVQHFKVMRDNKGNYFLWTEKFPSLNKLVDYYRTNSISRQKQIFLRDRTREDQGHRGNSLDRRSQGGPHLSGAVGEEIRPSMNRKLSDHPPTLPLQQHQHQPQPPQYAPAPQQLQQPPQQRYLQHHHFHQERRGGSLDINDGHCGTGLGSEMNAALMHRRHTDPVQLQAAGRVRWARALYDFEALEDDELGFHSGEVVEV.... Result: 0 (no interaction). (3) The miRNA is mmu-miR-452-5p with sequence UGUUUGCAGAGGAAACUGAGAC. The protein sequence of the target gene is MSVGRRRIKLLGILMMANVFIYFIMEVSKSSSQEKNGKGEVIIPKEKFWKISTPPEAYWNREQEKLNRQYNPILSMLTNQTGEAGRLSNISHLNYCEPDLRVTSVVTGFNNLPDRFKDFLLYLRCRNYSLLIDQPDKCAKKPFLLLAIKSLTPHFARRQAIRESWGQESNAGNQTVVRVFLLGQTPPEDNHPDLSDMLKFESEKHQDILMWNYRDTFFNLSLKEVLFLRWVSTSCPDTEFVFKGDDDVFVNTHHILNYLNSLSKTKAKDLFIGDVIHNAGPHRDKKLKYYIPEVVYSGLY.... Result: 0 (no interaction). (4) The miRNA is hsa-miR-1250-3p with sequence ACAUUUUCCAGCCCAUUCA. The protein sequence of the target gene is MSRQSTLYSFFPKSPALSDANKASARASREGGRAAAAPGASPSPGGDAAWSEAGPGPRPLARSASPPKAKNLNGGLRRSVAPAAPTSCDFSPGDLVWAKMEGYPWWPCLVYNHPFDGTFIREKGKSVRVHVQFFDDSPTRGWVSKRLLKPYTGSKSKEAQKGGHFYSAKPEILRAMQRADEALNKDKIKRLELAVCDEPSEPEEEEEMEVGTTYVTDKSEEDNEIESEEEVQPKTQGSRRSSRQIKKRRVISDSESDIGGSDVEFKPDTKEEGSSDEISSGVGDSESEGLNSPVKVARKR.... Result: 1 (interaction). (5) The protein sequence of the target gene is MDRAARCSGASSLPLLLALALGLVILHCVVADGNSTRSPETNGLLCGDPEENCAATTTQSKRKGHFSRCPKQYKHYCIKGRCRFVVAEQTPSCVCDEGYIGARCERVDLFYLRGDRGQILVICLIAVMVVFIILVIGVCTCCHPLRKRRKRKKKEEEMETLGKDITPINEDIEETNIA. Result: 0 (no interaction). The miRNA is rno-miR-25-3p with sequence CAUUGCACUUGUCUCGGUCUGA.